Dataset: Peptide-MHC class I binding affinity with 185,985 pairs from IEDB/IMGT. Task: Regression. Given a peptide amino acid sequence and an MHC pseudo amino acid sequence, predict their binding affinity value. This is MHC class I binding data. (1) The peptide sequence is FPWKYAAAF. The MHC is Mamu-A2201 with pseudo-sequence Mamu-A2201. The binding affinity (normalized) is 0.607. (2) The peptide sequence is ITLFPSYQL. The MHC is HLA-B83:01 with pseudo-sequence HLA-B83:01. The binding affinity (normalized) is 0.213. (3) The peptide sequence is LAYFPVFRFLNGS. The MHC is HLA-A23:01 with pseudo-sequence HLA-A23:01. The binding affinity (normalized) is 0.0444. (4) The peptide sequence is LLEGEESRI. The MHC is HLA-A02:01 with pseudo-sequence HLA-A02:01. The binding affinity (normalized) is 0.376. (5) The peptide sequence is IRDMTEKQY. The MHC is HLA-A01:01 with pseudo-sequence HLA-A01:01. The binding affinity (normalized) is 0. (6) The peptide sequence is ALFSGVSWIM. The MHC is HLA-A02:01 with pseudo-sequence HLA-A02:01. The binding affinity (normalized) is 0.825. (7) The peptide sequence is KTGGSMLRL. The MHC is HLA-B58:01 with pseudo-sequence HLA-B58:01. The binding affinity (normalized) is 0.625. (8) The peptide sequence is TMERTNDLT. The MHC is HLA-A68:02 with pseudo-sequence HLA-A68:02. The binding affinity (normalized) is 0.234. (9) The peptide sequence is YIMKLHHLV. The MHC is HLA-C15:02 with pseudo-sequence HLA-C15:02. The binding affinity (normalized) is 0.820. (10) The peptide sequence is EADVRALGG. The MHC is HLA-B27:05 with pseudo-sequence HLA-B27:05. The binding affinity (normalized) is 0.